Predict the reaction yield, written as a fraction of the theoretical maximum amount of product (1.0 means a 100% yield; for example, 0.34 means a 34% yield). From a dataset of Reaction yield outcomes from USPTO patents with 853,638 reactions. (1) The reactants are [OH:1][C:2]1[CH:9]=[C:8]([O:10][CH3:11])[CH:7]=[CH:6][C:3]=1[CH:4]=[O:5].N1C=CC=CC=1.[S:18](O[S:18]([C:21]([F:24])([F:23])[F:22])(=[O:20])=[O:19])([C:21]([F:24])([F:23])[F:22])(=[O:20])=[O:19]. The catalyst is ClCCl.Cl. The product is [CH:4]([C:3]1[CH:6]=[CH:7][C:8]([O:10][CH3:11])=[CH:9][C:2]=1[O:1][S:18]([C:21]([F:24])([F:23])[F:22])(=[O:20])=[O:19])=[O:5]. The yield is 0.180. (2) The reactants are [Cl:1][C:2]1[CH:7]=[CH:6][C:5]([S:8]([CH2:11][C:12]2[CH:17]=[C:16]([F:18])[CH:15]=[CH:14][C:13]=2[F:19])(=[O:10])=[O:9])=[CH:4][CH:3]=1.[Si:20]([O:37][CH2:38][CH2:39][CH2:40][CH2:41][CH2:42][CH2:43]O)([C:33]([CH3:36])([CH3:35])[CH3:34])([C:27]1[CH:32]=[CH:31][CH:30]=[CH:29][CH:28]=1)[C:21]1[CH:26]=[CH:25][CH:24]=[CH:23][CH:22]=1.C(C=P(CCCC)(CCCC)CCCC)#N.C(OCC)(=O)C. The product is [Si:20]([O:37][CH2:38][CH2:39][CH2:40][CH2:41][CH2:42][CH2:43][CH:11]([C:12]1[CH:17]=[C:16]([F:18])[CH:15]=[CH:14][C:13]=1[F:19])[S:8]([C:5]1[CH:6]=[CH:7][C:2]([Cl:1])=[CH:3][CH:4]=1)(=[O:10])=[O:9])([C:33]([CH3:34])([CH3:35])[CH3:36])([C:27]1[CH:28]=[CH:29][CH:30]=[CH:31][CH:32]=1)[C:21]1[CH:26]=[CH:25][CH:24]=[CH:23][CH:22]=1. The catalyst is C1(C)C=CC=CC=1. The yield is 0.790. (3) The reactants are [S:1]1[CH:5]=[CH:4][N:3]=[C:2]1[NH2:6].[N:7]1([C:12](N2C=CN=C2)=[S:13])[CH:11]=[CH:10][N:9]=[CH:8]1. The catalyst is C(#N)C.O1CCCC1. The product is [S:1]1[CH:5]=[CH:4][N:3]=[C:2]1[NH:6][C:12]([N:7]1[CH:11]=[CH:10][N:9]=[CH:8]1)=[S:13]. The yield is 0.830. (4) The reactants are [Cl:1][C:2]1[C:3]([O:15][CH3:16])=[CH:4][C:5]([CH:12]([CH3:14])[CH3:13])=[C:6]([CH:11]=1)[O:7][CH2:8][C:9]#[N:10].[CH:17]([O:19][CH2:20]C)=O.[H-].[Na+].IC. The catalyst is COCCOC. The product is [Cl:1][C:2]1[C:3]([O:15][CH3:16])=[CH:4][C:5]([CH:12]([CH3:14])[CH3:13])=[C:6]([CH:11]=1)[O:7][C:8](=[CH:17][O:19][CH3:20])[C:9]#[N:10]. The yield is 0.840. (5) The yield is 0.300. The catalyst is C1COCC1.C(Cl)Cl. The product is [NH2:1][C:2]1[CH:9]=[C:8]([NH:10][C:32]([C:27]2[C:26]([C:23]3[CH:24]=[CH:25][C:20]([C:19]([F:18])([F:35])[F:36])=[CH:21][CH:22]=3)=[CH:31][CH:30]=[CH:29][CH:28]=2)=[O:33])[CH:7]=[CH:6][C:3]=1[CH:4]=[O:5]. The reactants are [NH2:1][C:2]1[CH:9]=[C:8]([NH2:10])[CH:7]=[CH:6][C:3]=1[CH:4]=[O:5].C(=O)=O.CC(C)=O.[F:18][C:19]([F:36])([F:35])[C:20]1[CH:25]=[CH:24][C:23]([C:26]2[C:27]([C:32](Cl)=[O:33])=[CH:28][CH:29]=[CH:30][CH:31]=2)=[CH:22][CH:21]=1.O=[Si]=O.C(NCC)C.C. (6) The reactants are [CH3:1][O:2][C:3]1[CH:4]=[C:5]([CH:8]=[CH:9][CH:10]=1)[CH2:6]Br.[Mg].II.[Cl:14][C:15]1[CH:16]=[C:17]([CH:26]=[C:27]([Cl:29])[CH:28]=1)[CH2:18][N:19]1[CH:23]=[CH:22][N:21]=[C:20]1[CH:24]=[O:25]. The catalyst is C1COCC1.O. The product is [Cl:14][C:15]1[CH:16]=[C:17]([CH:26]=[C:27]([Cl:29])[CH:28]=1)[CH2:18][N:19]1[CH:23]=[CH:22][N:21]=[C:20]1[CH:24]([OH:25])[CH2:6][C:5]1[CH:8]=[CH:9][CH:10]=[C:3]([O:2][CH3:1])[CH:4]=1. The yield is 0.610. (7) The reactants are CO[C:3](=[O:29])[C:4]1[CH:9]=[C:8]([C:10]2[N:11]([CH2:16][CH2:17][O:18][CH2:19][Si:20]([CH3:23])([CH3:22])[CH3:21])[N:12]=[C:13]([CH3:15])[CH:14]=2)[C:7]([C:24]([F:27])([F:26])[F:25])=[CH:6][C:5]=1[NH2:28].CC[N:32]([CH2:35]C)CC.[CH3:37][S:38]([NH:41]N)(=[O:40])=[O:39].[OH-:43].[Na+]. The catalyst is C(Cl)Cl.O. The product is [CH3:15][C:13]1[CH:14]=[C:10]([C:8]2[CH:9]=[C:4]3[C:5](=[CH:6][C:7]=2[C:24]([F:26])([F:25])[F:27])[NH:28][C:35](=[O:43])[N:32]([NH:41][S:38]([CH3:37])(=[O:40])=[O:39])[C:3]3=[O:29])[N:11]([CH2:16][CH2:17][O:18][CH2:19][Si:20]([CH3:22])([CH3:23])[CH3:21])[N:12]=1. The yield is 0.260.